Predict the product of the given reaction. From a dataset of Forward reaction prediction with 1.9M reactions from USPTO patents (1976-2016). (1) Given the reactants C(OC(=O)CCCOC1C=CC=C(CCCCCCOC2C=C(C3C=CC(F)=C(F)C=3)C=C(C(=O)N(C)C)C=2)C=1CCC(OCC)=O)C.[CH2:49]([O:51][C:52](=[O:98])[CH2:53][CH2:54][CH2:55][O:56][C:57]1[CH:62]=[CH:61][CH:60]=[C:59]([CH2:63][CH2:64][CH2:65][CH2:66][CH2:67][CH2:68][O:69][C:70]2[CH:75]=[C:74]([C:76](=[O:89])[NH:77][CH2:78][C:79]3[CH:84]=[CH:83][CH:82]=[CH:81][C:80]=3[O:85][CH:86]([F:88])[F:87])[CH:73]=[C:72](Br)[CH:71]=2)[C:58]=1[CH2:91][CH2:92][C:93]([O:95][CH2:96][CH3:97])=[O:94])[CH3:50].[S:99]1[CH:103]=[CH:102][C:101](B(O)O)=[CH:100]1.C(=O)([O-])[O-].[Cs+].[Cs+], predict the reaction product. The product is: [CH2:49]([O:51][C:52](=[O:98])[CH2:53][CH2:54][CH2:55][O:56][C:57]1[CH:62]=[CH:61][CH:60]=[C:59]([CH2:63][CH2:64][CH2:65][CH2:66][CH2:67][CH2:68][O:69][C:70]2[CH:71]=[C:72]([C:101]3[CH:102]=[CH:103][S:99][CH:100]=3)[CH:73]=[C:74]([C:76](=[O:89])[NH:77][CH2:78][C:79]3[CH:84]=[CH:83][CH:82]=[CH:81][C:80]=3[O:85][CH:86]([F:88])[F:87])[CH:75]=2)[C:58]=1[CH2:91][CH2:92][C:93]([O:95][CH2:96][CH3:97])=[O:94])[CH3:50]. (2) Given the reactants C(O[C:4](=O)[C:5]1[C:10]([F:11])=[CH:9][CH:8]=[C:7]([NH:12][S:13]([C:16]2[S:17][CH:18]=[CH:19][CH:20]=2)(=[O:15])=[O:14])[C:6]=1[F:21])C.[AlH4-].[Li+].[O:25]1CCC[CH2:26]1, predict the reaction product. The product is: [F:21][C:6]1[C:5]([CH2:4][CH2:26][OH:25])=[C:10]([F:11])[CH:9]=[CH:8][C:7]=1[NH:12][S:13]([C:16]1[S:17][CH:18]=[CH:19][CH:20]=1)(=[O:14])=[O:15]. (3) Given the reactants [CH:1]1[CH:6]=[C:5]([Cl:7])[C:4]([Cl:8])=[C:3]([C:9]2[N:14]=[N:13][C:12]([NH2:15])=[N:11][C:10]=2[NH2:16])[CH:2]=1.[C:17]([OH:26])(=[O:25])[CH2:18][CH2:19][CH2:20][CH2:21][C:22]([OH:24])=[O:23], predict the reaction product. The product is: [CH:1]1[CH:6]=[C:5]([Cl:7])[C:4]([Cl:8])=[C:3]([C:9]2[N:14]=[N:13][C:12]([NH2:15])=[N:11][C:10]=2[NH2:16])[CH:2]=1.[C:17]([O-:26])(=[O:25])[CH2:18][CH2:19][CH2:20][CH2:21][C:22]([O-:24])=[O:23]. (4) Given the reactants [Cl:1][C:2]1[C:3]([F:12])=[C:4]([CH:8]=[CH:9][C:10]=1[F:11])[C:5](O)=[O:6].CSC.B.C([O-])([O-])=O.[Na+].[Na+], predict the reaction product. The product is: [Cl:1][C:2]1[C:3]([F:12])=[C:4]([CH2:5][OH:6])[CH:8]=[CH:9][C:10]=1[F:11]. (5) Given the reactants [CH2:1]([O:8][C:9]1[CH:10]=[CH:11][CH:12]=[C:13]2[C:18]=1[N:17]=[C:16](O)[CH:15]=[CH:14]2)[C:2]1[CH:7]=[CH:6][CH:5]=[CH:4][CH:3]=1.P(Cl)(Cl)([Cl:22])=O, predict the reaction product. The product is: [CH2:1]([O:8][C:9]1[CH:10]=[CH:11][CH:12]=[C:13]2[C:18]=1[N:17]=[C:16]([Cl:22])[CH:15]=[CH:14]2)[C:2]1[CH:7]=[CH:6][CH:5]=[CH:4][CH:3]=1. (6) Given the reactants C([N:4]([CH2:8]C)[CH:5]([CH3:7])C)(C)C.CN(C(ON1N=N[C:20]2[CH:21]=[CH:22][CH:23]=N[C:19]1=2)=[N+](C)C)C.F[P-](F)(F)(F)(F)F.[C:34]([O:38][C:39]([NH:41][C@@H:42]1[CH2:47][CH2:46][C@H:45]([N:48]2[C:53](=[O:54])[C:52]3[CH:55]=[C:56]([F:59])[CH:57]=[N:58][C:51]=3[N:50]([C:60]3[CH:61]=[C:62]([CH:66]=[CH:67][CH:68]=3)[C:63]([OH:65])=O)[C:49]2=[O:69])[CH2:44][CH2:43]1)=[O:40])([CH3:37])([CH3:36])[CH3:35].C(CN)C1C=CC=CC=1, predict the reaction product. The product is: [C:34]([O:38][C:39](=[O:40])[NH:41][C@H:42]1[CH2:43][CH2:44][C@@H:45]([N:48]2[C:53](=[O:54])[C:52]3[CH:55]=[C:56]([F:59])[CH:57]=[N:58][C:51]=3[N:50]([C:60]3[CH:68]=[CH:67][CH:66]=[C:62]([C:63]([N:4]([CH2:5][C:7]4[CH:23]=[CH:22][CH:21]=[CH:20][CH:19]=4)[CH3:8])=[O:65])[CH:61]=3)[C:49]2=[O:69])[CH2:46][CH2:47]1)([CH3:35])([CH3:37])[CH3:36]. (7) Given the reactants Cl.[C:2]([CH:10]1[CH2:15][CH2:14][NH:13][CH2:12][CH2:11]1)(=[O:9])[C:3]1[CH:8]=[CH:7][CH:6]=[CH:5][CH:4]=1.CCN(C(C)C)C(C)C.[CH3:25][N:26]1[CH:30]=[C:29]([S:31](Cl)(=[O:33])=[O:32])[N:28]=[CH:27]1, predict the reaction product. The product is: [CH3:25][N:26]1[CH:30]=[C:29]([S:31]([N:13]2[CH2:14][CH2:15][CH:10]([C:2]([C:3]3[CH:8]=[CH:7][CH:6]=[CH:5][CH:4]=3)=[O:9])[CH2:11][CH2:12]2)(=[O:33])=[O:32])[N:28]=[CH:27]1.